Task: Regression. Given a peptide amino acid sequence and an MHC pseudo amino acid sequence, predict their binding affinity value. This is MHC class II binding data.. Dataset: Peptide-MHC class II binding affinity with 134,281 pairs from IEDB (1) The peptide sequence is AQTTANPSCPEGT. The MHC is DRB1_1501 with pseudo-sequence DRB1_1501. The binding affinity (normalized) is 0.0171. (2) The peptide sequence is GLDSLTTLLRALGAQ. The MHC is DRB1_0101 with pseudo-sequence DRB1_0101. The binding affinity (normalized) is 0.584. (3) The peptide sequence is QFKVAATAANAAPAN. The MHC is HLA-DPA10201-DPB11401 with pseudo-sequence HLA-DPA10201-DPB11401. The binding affinity (normalized) is 0.573. (4) The peptide sequence is SDTPYRVNRYTKSAH. The MHC is DRB1_0405 with pseudo-sequence DRB1_0405. The binding affinity (normalized) is 0. (5) The peptide sequence is RPGGAGRDGGQLRIP. The MHC is HLA-DQA10301-DQB10302 with pseudo-sequence HLA-DQA10301-DQB10302. The binding affinity (normalized) is 0. (6) The peptide sequence is GGHLQLDGVTMVSVL. The MHC is DRB1_0101 with pseudo-sequence DRB1_0101. The binding affinity (normalized) is 0.688. (7) The peptide sequence is QGILHNSSDLYGLIT. The MHC is DRB1_0101 with pseudo-sequence DRB1_0101. The binding affinity (normalized) is 0.530. (8) The binding affinity (normalized) is 0.226. The peptide sequence is LQLQPFPQPQLPY. The MHC is HLA-DQA10301-DQB10302 with pseudo-sequence HLA-DQA10301-DQB10302.